Dataset: TCR-epitope binding with 47,182 pairs between 192 epitopes and 23,139 TCRs. Task: Binary Classification. Given a T-cell receptor sequence (or CDR3 region) and an epitope sequence, predict whether binding occurs between them. (1) The epitope is KLNVGDYFV. Result: 0 (the TCR does not bind to the epitope). The TCR CDR3 sequence is CASSYIPIGRDEKLFF. (2) The epitope is LPPIVAKEI. The TCR CDR3 sequence is CASSGGQGNIQYF. Result: 0 (the TCR does not bind to the epitope). (3) The epitope is LLALHRSYL. The TCR CDR3 sequence is CASRPTSRGPDTQYF. Result: 0 (the TCR does not bind to the epitope). (4) The epitope is LPPAYTNSF. The TCR CDR3 sequence is CASSLEGVYGYTF. Result: 0 (the TCR does not bind to the epitope). (5) The epitope is GTITVEELK. The TCR CDR3 sequence is CASSWGQSNEQFF. Result: 0 (the TCR does not bind to the epitope). (6) The epitope is IVDTVSALV. The TCR CDR3 sequence is CATSPAGGTGGELFF. Result: 1 (the TCR binds to the epitope). (7) The epitope is SLFNTVATLY. The TCR CDR3 sequence is CASKSEKGAGGSPLHF. Result: 1 (the TCR binds to the epitope). (8) The epitope is ILKEPVHGV. The TCR CDR3 sequence is CASSSRDRGEYNSPLHF. Result: 0 (the TCR does not bind to the epitope).